This data is from Catalyst prediction with 721,799 reactions and 888 catalyst types from USPTO. The task is: Predict which catalyst facilitates the given reaction. Reactant: [Cl:1][C:2]1[C:9]([Cl:10])=[CH:8][CH:7]=[CH:6][C:3]=1[CH:4]=[O:5].[I-].[CH3:12][S+](C)C.[OH-].[K+].O. Product: [Cl:1][C:2]1[C:9]([Cl:10])=[CH:8][CH:7]=[CH:6][C:3]=1[CH:4]1[CH2:12][O:5]1. The catalyst class is: 115.